Dataset: hERG potassium channel inhibition data for cardiac toxicity prediction from Karim et al.. Task: Regression/Classification. Given a drug SMILES string, predict its toxicity properties. Task type varies by dataset: regression for continuous values (e.g., LD50, hERG inhibition percentage) or binary classification for toxic/non-toxic outcomes (e.g., AMES mutagenicity, cardiotoxicity, hepatotoxicity). Dataset: herg_karim. (1) The compound is Nc1nc2c(s1)CC[C@H]2C(=O)Nc1ccc(C[C@@H]2CC[C@H]([C@H](O)c3ccc(F)cc3)N2)cc1. The result is 1 (blocker). (2) The molecule is O[C@H](c1ccc(CN2CCC3(CC2)OCc2cc(F)ncc23)cc1)c1ccc(F)c(F)c1. The result is 1 (blocker).